This data is from Reaction yield outcomes from USPTO patents with 853,638 reactions. The task is: Predict the reaction yield, written as a fraction of the theoretical maximum amount of product (1.0 means a 100% yield; for example, 0.34 means a 34% yield). (1) The reactants are C(N(CC)CC)C.[OH:8]/[N:9]=[C:10](\[NH2:22])/[C:11]1[CH:16]=[CH:15][C:14]([C:17]2[N:18]=[N:19][S:20][CH:21]=2)=[CH:13][CH:12]=1.[Cl:23][C:24]1[CH:29]=[CH:28][CH:27]=[CH:26][C:25]=1[C:30]1[C:34]([C:35](Cl)=[O:36])=[C:33]([CH3:38])[O:32][N:31]=1. The catalyst is C1COCC1.CCOC(C)=O. The product is [Cl:23][C:24]1[CH:29]=[CH:28][CH:27]=[CH:26][C:25]=1[C:30]1[C:34]([C:35]([O:8]/[N:9]=[C:10](\[NH2:22])/[C:11]2[CH:12]=[CH:13][C:14]([C:17]3[N:18]=[N:19][S:20][CH:21]=3)=[CH:15][CH:16]=2)=[O:36])=[C:33]([CH3:38])[O:32][N:31]=1. The yield is 0.830. (2) The reactants are [H-].[Na+].[CH2:3]([C:7]1[CH:8]=[C:9]([NH:24][C:25]([C:27]2[C:32]([CH3:33])=[N:31][CH:30]=[CH:29][N:28]=2)=[O:26])[CH:10]=[CH:11][C:12]=1[C:13]([O:22][CH3:23])([C:18]([F:21])([F:20])[F:19])[C:14]([F:17])([F:16])[F:15])[CH:4]([CH3:6])[CH3:5].[CH2:34]([O:36][CH2:37]Cl)[CH3:35].Cl. The catalyst is C1COCC1. The product is [CH2:34]([O:36][CH2:37][N:24]([C:9]1[CH:10]=[CH:11][C:12]([C:13]([O:22][CH3:23])([C:18]([F:20])([F:21])[F:19])[C:14]([F:17])([F:16])[F:15])=[C:7]([CH2:3][CH:4]([CH3:6])[CH3:5])[CH:8]=1)[C:25]([C:27]1[C:32]([CH3:33])=[N:31][CH:30]=[CH:29][N:28]=1)=[O:26])[CH3:35]. The yield is 0.710. (3) The reactants are [CH2:1]([O:3][C:4](=[O:10])/[CH:5]=[CH:6]/[C:7](O)=[O:8])[CH3:2].[C:11]([OH:15])([CH3:14])([CH3:13])[CH3:12].C1CCC(N=C=NC2CCCCC2)CC1.CC(C)=O. The catalyst is C(Cl)Cl.CN(C1C=CN=CC=1)C. The product is [C:11]([O:15][C:7](=[O:8])/[CH:6]=[CH:5]/[C:4]([O:3][CH2:1][CH3:2])=[O:10])([CH3:14])([CH3:13])[CH3:12]. The yield is 0.350. (4) The reactants are [NH2:1][C@H:2]1[CH2:7][CH2:6][N:5]([C:8]([O:10][C:11]([CH3:14])([CH3:13])[CH3:12])=[O:9])[CH2:4][C@H:3]1[O:15][CH:16]([CH3:18])[CH3:17].[Cl:19][C:20]1[N:21]=[C:22]([C:27](O)=[O:28])[NH:23][C:24]=1[CH2:25][CH3:26].ON1C2C=CC=CC=2N=N1.Cl.C(N=C=NCCCN(C)C)C. The catalyst is CN(C=O)C.C(OCC)(=O)C. The product is [Cl:19][C:20]1[N:21]=[C:22]([C:27]([NH:1][C@H:2]2[CH2:7][CH2:6][N:5]([C:8]([O:10][C:11]([CH3:12])([CH3:13])[CH3:14])=[O:9])[CH2:4][C@H:3]2[O:15][CH:16]([CH3:18])[CH3:17])=[O:28])[NH:23][C:24]=1[CH2:25][CH3:26]. The yield is 0.500. (5) The reactants are C(OC([N:8]1[C:12]2[CH:13]=[CH:14][C:15](B3OC(C)(C)C(C)(C)O3)=[CH:16][C:11]=2[N:10]=[C:9]1[CH2:26][O:27][C:28]1[CH:33]=[CH:32][C:31]([C:34]([F:37])([F:36])[F:35])=[CH:30][CH:29]=1)=O)(C)(C)C.Br[CH2:39][CH:40]([S:42]([C:45]1[CH:50]=[CH:49][CH:48]=[CH:47][CH:46]=1)(=[O:44])=[O:43])O.C(=O)([O-])[O-:52].[Na+].[Na+]. The catalyst is COCCOC.O. The yield is 0.590. The product is [F:37][C:34]([F:35])([F:36])[C:31]1[CH:32]=[CH:33][C:28]([O:27][CH2:26][C:9]2[NH:8][C:12]3[CH:13]=[CH:14][C:15]([C:46]4[CH:47]=[CH:48][CH:49]=[CH:50][C:45]=4[S:42]([CH2:40][CH2:39][OH:52])(=[O:44])=[O:43])=[CH:16][C:11]=3[N:10]=2)=[CH:29][CH:30]=1. (6) The reactants are [CH2:1]([C:3]([C:22]1[CH:27]=[CH:26][C:25](OS(C(F)(F)F)(=O)=O)=[C:24]([CH3:36])[CH:23]=1)([C:6]1[CH:11]=[CH:10][C:9]([C:12]#[C:13][C:14]2([OH:20])[CH2:19][CH2:18][S:17][CH2:16][CH2:15]2)=[C:8]([CH3:21])[CH:7]=1)[CH2:4][CH3:5])[CH3:2].C([O-])(=O)C.[K+].[B:51]1([B:51]2[O:55][C:54]([CH3:57])([CH3:56])[C:53]([CH3:59])([CH3:58])[O:52]2)[O:55][C:54]([CH3:57])([CH3:56])[C:53]([CH3:59])([CH3:58])[O:52]1.O. The catalyst is O1CCOCC1.C1(P([C-]2C=CC=C2)C2C=CC=CC=2)C=CC=CC=1.[CH-]1C=CC=C1.[Fe+2].C1C=CC(P(C2C=CC=CC=2)[C-]2C=CC=C2)=CC=1.C1C=CC(P(C2C=CC=CC=2)[C-]2C=CC=C2)=CC=1.Cl[Pd]Cl.[Fe+2]. The product is [CH2:1]([C:3]([C:6]1[CH:11]=[CH:10][C:9]([C:12]#[C:13][C:14]2([OH:20])[CH2:19][CH2:18][S:17][CH2:16][CH2:15]2)=[C:8]([CH3:21])[CH:7]=1)([C:22]1[CH:27]=[CH:26][C:25]([B:51]2[O:52][C:53]([CH3:58])([CH3:59])[C:54]([CH3:56])([CH3:57])[O:55]2)=[C:24]([CH3:36])[CH:23]=1)[CH2:4][CH3:5])[CH3:2]. The yield is 0.850. (7) The reactants are Cl[C:2]1[N:7]=[C:6]([NH:8][CH2:9][CH2:10][CH3:11])[N:5]=[C:4]([NH:12][CH2:13][CH2:14][CH3:15])[N:3]=1.Cl.[CH:17]1([CH2:20][O:21][NH:22][CH3:23])[CH2:19][CH2:18]1. No catalyst specified. The product is [CH2:13]([NH:12][C:4]1[N:5]=[C:6]([NH:8][CH2:9][CH2:10][CH3:11])[N:7]=[C:2]([N:22]([CH3:23])[O:21][CH2:20][CH:17]2[CH2:19][CH2:18]2)[N:3]=1)[CH2:14][CH3:15]. The yield is 0.990. (8) The reactants are [NH2:1][C:2]1[N:7]=[CH:6][N:5]=[C:4]2[N:8]([CH:19]([C:21]3[O:22][C:23](=[O:38])[C:24]4[C:29]([C:30]=3[C:31]3[S:35][C:34]([CH:36]=[O:37])=[CH:33][CH:32]=3)=[CH:28][CH:27]=[CH:26][CH:25]=4)[CH3:20])[N:9]=[C:10]([C:11]3[CH:16]=[C:15]([OH:17])[CH:14]=[C:13]([F:18])[CH:12]=3)[C:3]=12.CC(=CC)C.[O-:44]Cl=O.[Na+]. The catalyst is C(O)(C)(C)C.O. The product is [NH2:1][C:2]1[N:7]=[CH:6][N:5]=[C:4]2[N:8]([CH:19]([C:21]3[O:22][C:23](=[O:38])[C:24]4[C:29]([C:30]=3[C:31]3[S:35][C:34]([C:36]([OH:44])=[O:37])=[CH:33][CH:32]=3)=[CH:28][CH:27]=[CH:26][CH:25]=4)[CH3:20])[N:9]=[C:10]([C:11]3[CH:16]=[C:15]([OH:17])[CH:14]=[C:13]([F:18])[CH:12]=3)[C:3]=12. The yield is 0.409. (9) The reactants are [O-]P([O-])([O-])=O.[K+].[K+].[K+].[NH2:9][CH2:10][CH:11]([C:13]1[CH:18]=[CH:17][CH:16]=[CH:15][CH:14]=1)[OH:12].I[C:20]1[CH:25]=[CH:24][CH:23]=[C:22]([N+:26]([O-:28])=[O:27])[CH:21]=1.C(O)CO. The catalyst is [Cl-].[Na+].O.[Cu]I.C(Cl)Cl.C(O)(C)C. The product is [N+:26]([C:22]1[CH:21]=[C:20]([NH:9][CH2:10][CH:11]([C:13]2[CH:18]=[CH:17][CH:16]=[CH:15][CH:14]=2)[OH:12])[CH:25]=[CH:24][CH:23]=1)([O-:28])=[O:27]. The yield is 0.660. (10) The reactants are [CH3:1][N:2]=[C:3]=[S:4].[C:5]([O:9][C:10]([N:12]1[CH2:17][CH2:16][NH:15][CH:14]([C:18]2[O:22][N:21]=[C:20]([C:23]3[CH:28]=[CH:27][CH:26]=[C:25]([Cl:29])[CH:24]=3)[N:19]=2)[CH2:13]1)=[O:11])([CH3:8])([CH3:7])[CH3:6]. The catalyst is C(Cl)(Cl)Cl. The product is [C:5]([O:9][C:10]([N:12]1[CH2:17][CH2:16][N:15]([C:3](=[S:4])[NH:2][CH3:1])[CH:14]([C:18]2[O:22][N:21]=[C:20]([C:23]3[CH:28]=[CH:27][CH:26]=[C:25]([Cl:29])[CH:24]=3)[N:19]=2)[CH2:13]1)=[O:11])([CH3:8])([CH3:6])[CH3:7]. The yield is 0.600.